Regression/Classification. Given a drug SMILES string, predict its absorption, distribution, metabolism, or excretion properties. Task type varies by dataset: regression for continuous measurements (e.g., permeability, clearance, half-life) or binary classification for categorical outcomes (e.g., BBB penetration, CYP inhibition). Dataset: cyp2c9_veith. From a dataset of CYP2C9 inhibition data for predicting drug metabolism from PubChem BioAssay. (1) The drug is Nc1ccc(S(=O)(=O)c2ccc(NCN3C(=O)NC(=O)C(=O)C3=O)cc2)cc1. The result is 0 (non-inhibitor). (2) The molecule is NC(=NCCc1ccc(I)cc1)SCCCc1cnc[nH]1. The result is 0 (non-inhibitor). (3) The compound is COC(=O)C1=C(C)NC(C)=C(C(=O)OCCN(C)Cc2ccccc2)[C@H]1c1cccc([N+](=O)[O-])c1. The result is 1 (inhibitor). (4) The compound is COc1ccc(Oc2ncc3ncc(=O)n(C)c3n2)cc1. The result is 0 (non-inhibitor). (5) The molecule is O=C(Nc1ccccc1)N1CCC2(CC1)CCN(C(=O)c1cnccn1)CC2. The result is 0 (non-inhibitor). (6) The compound is CCC(c1nnnn1CCOC)N1CCN(C(=O)c2ccco2)CC1.Cl. The result is 0 (non-inhibitor). (7) The molecule is CC(C)NC(=O)N1CCCC2(CCN(S(=O)(=O)c3ccccc3)CC2)C1. The result is 0 (non-inhibitor). (8) The molecule is O=c1[nH]c(=S)c2[nH]c(=O)n(-c3ccccc3)c2[nH]1. The result is 0 (non-inhibitor). (9) The compound is NC(=S)N/N=C/c1ccccc1OCc1cccc(Cl)c1. The result is 1 (inhibitor). (10) The compound is COc1cccc(-c2nc(NCCNC(C)=O)c3ccccc3n2)c1. The result is 0 (non-inhibitor).